Task: Predict the product of the given reaction.. Dataset: Forward reaction prediction with 1.9M reactions from USPTO patents (1976-2016) (1) Given the reactants [Br:1][C:2]1[C:3]([O:13][CH3:14])=[C:4]([CH:11]=[O:12])[CH:5]=[C:6]([CH:10]=1)C(Cl)=O.[CH2:15]([NH:19][SH:20](=[O:22])=[O:21])[CH2:16][CH2:17][CH3:18].C(N(CC)CC)C, predict the reaction product. The product is: [Br:1][C:2]1[CH:10]=[C:6]([S:20]([NH:19][CH2:15][CH2:16][CH2:17][CH3:18])(=[O:22])=[O:21])[CH:5]=[C:4]([CH:11]=[O:12])[C:3]=1[O:13][CH3:14]. (2) Given the reactants [CH3:1][O:2][C:3]1[C:12]([O:13][CH3:14])=[C:11]2[C:6]([C:7]([NH:15][C@@H:16]3[CH2:20][CH2:19][O:18][CH2:17]3)=[N:8][CH:9]=[N:10]2)=[CH:5][CH:4]=1.[H-].[Na+].[CH3:23]I, predict the reaction product. The product is: [CH3:1][O:2][C:3]1[C:12]([O:13][CH3:14])=[C:11]2[C:6]([C:7]([N:15]([CH3:23])[C@@H:16]3[CH2:20][CH2:19][O:18][CH2:17]3)=[N:8][CH:9]=[N:10]2)=[CH:5][CH:4]=1. (3) Given the reactants [CH3:1][C:2]1[CH:7]=[C:6]([C:8](=O)[CH2:9][CH:10]([C:18]2[CH:23]=[CH:22][C:21]([C:24]#[C:25][CH2:26][CH2:27][C:28]([OH:30])=[O:29])=[CH:20][CH:19]=2)[C:11]2[CH:16]=[CH:15][CH:14]=[CH:13][C:12]=2[CH3:17])[CH:5]=[CH:4][N:3]=1.Cl.[NH2:33][OH:34].C([O-])(O)=O.[Na+], predict the reaction product. The product is: [OH:34][N:33]=[C:8]([C:6]1[CH:5]=[CH:4][N:3]=[C:2]([CH3:1])[CH:7]=1)[CH2:9][CH:10]([C:18]1[CH:23]=[CH:22][C:21]([C:24]#[C:25][CH2:26][CH2:27][C:28]([OH:30])=[O:29])=[CH:20][CH:19]=1)[C:11]1[CH:16]=[CH:15][CH:14]=[CH:13][C:12]=1[CH3:17]. (4) Given the reactants [Cl:1][C:2]1[C:3]([CH:11]([CH3:14])[C:12]#[N:13])=[N:4][CH:5]=[C:6]([N+:8]([O-])=O)[CH:7]=1.C(O)C.[NH4+].[Cl-].Cl, predict the reaction product. The product is: [NH2:8][C:6]1[CH:7]=[C:2]([Cl:1])[C:3]([CH:11]([CH3:14])[C:12]#[N:13])=[N:4][CH:5]=1. (5) Given the reactants FC(F)(F)S(O[C:7]1[CH2:8][CH2:9][N:10]([C:13]([O:15][C:16]([CH3:19])([CH3:18])[CH3:17])=[O:14])[CH2:11][CH:12]=1)(=O)=O.[B:22].[B].[OH:24][C:25]([C:28]([OH:31])([CH3:30])[CH3:29])([CH3:27])[CH3:26].C([O-])(=O)C.[K+].ClCCl, predict the reaction product. The product is: [C:16]([O:15][C:13]([N:10]1[CH2:11][CH:12]=[C:7]([B:22]2[O:31][C:28]([CH3:30])([CH3:29])[C:25]([CH3:27])([CH3:26])[O:24]2)[CH2:8][CH2:9]1)=[O:14])([CH3:19])([CH3:18])[CH3:17].